This data is from Peptide-MHC class II binding affinity with 134,281 pairs from IEDB. The task is: Regression. Given a peptide amino acid sequence and an MHC pseudo amino acid sequence, predict their binding affinity value. This is MHC class II binding data. (1) The peptide sequence is MMFLSLGVGADQGCAR. The MHC is DRB1_0404 with pseudo-sequence DRB1_0404. The binding affinity (normalized) is 0.576. (2) The peptide sequence is GELQIVDKLDAAFKI. The MHC is DRB1_0401 with pseudo-sequence DRB1_0401. The binding affinity (normalized) is 0.339. (3) The peptide sequence is IKYEVAIFVHGPTTVESH. The MHC is DRB1_0301 with pseudo-sequence DRB1_0301. The binding affinity (normalized) is 0.258. (4) The peptide sequence is SGVLLNHFGLVEARY. The binding affinity (normalized) is 0.335. The MHC is DRB3_0202 with pseudo-sequence DRB3_0202.